From a dataset of NCI-60 drug combinations with 297,098 pairs across 59 cell lines. Regression. Given two drug SMILES strings and cell line genomic features, predict the synergy score measuring deviation from expected non-interaction effect. (1) Drug 1: CS(=O)(=O)C1=CC(=C(C=C1)C(=O)NC2=CC(=C(C=C2)Cl)C3=CC=CC=N3)Cl. Drug 2: CC1CCCC2(C(O2)CC(NC(=O)CC(C(C(=O)C(C1O)C)(C)C)O)C(=CC3=CSC(=N3)C)C)C. Cell line: K-562. Synergy scores: CSS=9.93, Synergy_ZIP=-1.98, Synergy_Bliss=-4.19, Synergy_Loewe=-5.45, Synergy_HSA=-4.45. (2) Drug 1: CS(=O)(=O)C1=CC(=C(C=C1)C(=O)NC2=CC(=C(C=C2)Cl)C3=CC=CC=N3)Cl. Drug 2: CC1C(C(=O)NC(C(=O)N2CCCC2C(=O)N(CC(=O)N(C(C(=O)O1)C(C)C)C)C)C(C)C)NC(=O)C3=C4C(=C(C=C3)C)OC5=C(C(=O)C(=C(C5=N4)C(=O)NC6C(OC(=O)C(N(C(=O)CN(C(=O)C7CCCN7C(=O)C(NC6=O)C(C)C)C)C)C(C)C)C)N)C. Cell line: MDA-MB-435. Synergy scores: CSS=3.37, Synergy_ZIP=22.2, Synergy_Bliss=26.5, Synergy_Loewe=17.2, Synergy_HSA=18.8. (3) Drug 1: CN1CCC(CC1)COC2=C(C=C3C(=C2)N=CN=C3NC4=C(C=C(C=C4)Br)F)OC. Drug 2: C1=CC(=CC=C1CC(C(=O)O)N)N(CCCl)CCCl.Cl. Cell line: NCI/ADR-RES. Synergy scores: CSS=15.3, Synergy_ZIP=-3.60, Synergy_Bliss=0.629, Synergy_Loewe=-2.19, Synergy_HSA=-0.409.